Regression/Classification. Given a drug SMILES string, predict its absorption, distribution, metabolism, or excretion properties. Task type varies by dataset: regression for continuous measurements (e.g., permeability, clearance, half-life) or binary classification for categorical outcomes (e.g., BBB penetration, CYP inhibition). Dataset: b3db_classification. From a dataset of Blood-brain barrier permeability classification from the B3DB database. (1) The drug is COC(=O)C1=C(C)NC(C)=C(C(=O)OCC(C)C)C1c1ccccc1[N+](=O)[O-]. The result is 0 (does not penetrate BBB). (2) The drug is O=C(OC1C[C@@H]2CC3C[C@H](C1)N2CC3=O)c1c[nH]c2ccccc12. The result is 1 (penetrates BBB). (3) The drug is CC(C)(C)NC(=O)C1CC2CCCCC2CN1CC(O)C(Cc1ccccc1)NC(=O)C(CC(N)=O)NC(=O)c1ccc2ccccc2n1. The result is 0 (does not penetrate BBB). (4) The drug is C=C1CC2C3C=CC4=CC(=O)CCC4(C)C3C(O)CC2(C)[C@@]1(O)C(=O)CO. The result is 1 (penetrates BBB). (5) The result is 1 (penetrates BBB). The compound is CC(C)(C)NC[C@@H](O)c1ccc(O)c(C(=O)O)c1.